Dataset: Ames mutagenicity test results for genotoxicity prediction. Task: Regression/Classification. Given a drug SMILES string, predict its toxicity properties. Task type varies by dataset: regression for continuous values (e.g., LD50, hERG inhibition percentage) or binary classification for toxic/non-toxic outcomes (e.g., AMES mutagenicity, cardiotoxicity, hepatotoxicity). Dataset: ames. (1) The molecule is CC1=CC(C)(C)Nc2ccccc21. The result is 0 (non-mutagenic). (2) The molecule is CC(C)CCCCCOC(=O)COc1ccc(Cl)cc1Cl. The result is 0 (non-mutagenic). (3) The compound is Cc1c(N)c(=O)n(-c2ccccc2)n1C. The result is 0 (non-mutagenic). (4) The drug is CCCCOCC1CO1. The result is 1 (mutagenic). (5) The drug is C[n+]1c2ccccc2cc2cc(N)ccc21. The result is 1 (mutagenic). (6) The drug is CCCCCCCCCCCC(=O)N(CCO)CCO. The result is 0 (non-mutagenic).